This data is from Peptide-MHC class I binding affinity with 185,985 pairs from IEDB/IMGT. The task is: Regression. Given a peptide amino acid sequence and an MHC pseudo amino acid sequence, predict their binding affinity value. This is MHC class I binding data. The MHC is HLA-A68:02 with pseudo-sequence HLA-A68:02. The peptide sequence is VTDSQYALGI. The binding affinity (normalized) is 0.